This data is from NCI-60 drug combinations with 297,098 pairs across 59 cell lines. The task is: Regression. Given two drug SMILES strings and cell line genomic features, predict the synergy score measuring deviation from expected non-interaction effect. (1) Drug 1: CC1OCC2C(O1)C(C(C(O2)OC3C4COC(=O)C4C(C5=CC6=C(C=C35)OCO6)C7=CC(=C(C(=C7)OC)O)OC)O)O. Drug 2: C1=C(C(=O)NC(=O)N1)N(CCCl)CCCl. Cell line: IGROV1. Synergy scores: CSS=45.2, Synergy_ZIP=2.43, Synergy_Bliss=2.25, Synergy_Loewe=8.67, Synergy_HSA=10.1. (2) Drug 1: C1C(C(OC1N2C=NC3=C(N=C(N=C32)Cl)N)CO)O. Drug 2: CC1CCC2CC(C(=CC=CC=CC(CC(C(=O)C(C(C(=CC(C(=O)CC(OC(=O)C3CCCCN3C(=O)C(=O)C1(O2)O)C(C)CC4CCC(C(C4)OC)O)C)C)O)OC)C)C)C)OC. Cell line: PC-3. Synergy scores: CSS=-0.909, Synergy_ZIP=-0.657, Synergy_Bliss=4.85, Synergy_Loewe=-3.60, Synergy_HSA=-1.25. (3) Drug 1: CC1=C(C(CCC1)(C)C)C=CC(=CC=CC(=CC(=O)O)C)C. Drug 2: CC1=C(C(=CC=C1)Cl)NC(=O)C2=CN=C(S2)NC3=CC(=NC(=N3)C)N4CCN(CC4)CCO. Cell line: HOP-62. Synergy scores: CSS=0.338, Synergy_ZIP=-1.96, Synergy_Bliss=-4.19, Synergy_Loewe=-1.69, Synergy_HSA=-3.44. (4) Drug 1: CC1=CC2C(CCC3(C2CCC3(C(=O)C)OC(=O)C)C)C4(C1=CC(=O)CC4)C. Drug 2: CCN(CC)CCCC(C)NC1=C2C=C(C=CC2=NC3=C1C=CC(=C3)Cl)OC. Cell line: HCC-2998. Synergy scores: CSS=36.3, Synergy_ZIP=4.01, Synergy_Bliss=0.614, Synergy_Loewe=-22.2, Synergy_HSA=-1.64.